From a dataset of Catalyst prediction with 721,799 reactions and 888 catalyst types from USPTO. Predict which catalyst facilitates the given reaction. (1) Reactant: [Cl:1][C:2]1[CH:3]=[C:4]2[C:8](=[CH:9][CH:10]=1)[NH:7][CH:6]=[C:5]2[CH2:11][CH2:12][NH:13][C:14](=[O:23])[C:15]1[CH:20]=[CH:19][C:18]([CH2:21]Cl)=[CH:17][CH:16]=1.[CH2:24]([NH2:31])[C:25]1[CH:30]=[CH:29][CH:28]=[CH:27][CH:26]=1.[I-].[Na+]. Product: [CH2:24]([NH:31][CH2:21][C:18]1[CH:19]=[CH:20][C:15]([C:14]([NH:13][CH2:12][CH2:11][C:5]2[C:4]3[C:8](=[CH:9][CH:10]=[C:2]([Cl:1])[CH:3]=3)[NH:7][CH:6]=2)=[O:23])=[CH:16][CH:17]=1)[C:25]1[CH:30]=[CH:29][CH:28]=[CH:27][CH:26]=1. The catalyst class is: 1. (2) Reactant: Br[CH2:2][C:3]1[CH2:4][CH2:5][O:6][CH2:7][C:8]=1[C:9]1[CH:14]=[CH:13][CH:12]=[CH:11][CH:10]=1.[OH:15][C:16]1[CH:23]=[CH:22][CH:21]=[C:20]([OH:24])[C:17]=1[CH:18]=[O:19].C([O-])([O-])=O.[K+].[K+]. Product: [OH:15][C:16]1[CH:23]=[CH:22][CH:21]=[C:20]([O:24][CH2:2][C:3]2[CH2:4][CH2:5][O:6][CH2:7][C:8]=2[C:9]2[CH:14]=[CH:13][CH:12]=[CH:11][CH:10]=2)[C:17]=1[CH:18]=[O:19]. The catalyst class is: 303. (3) Reactant: Cl.[OH:2][C:3]1[CH:4]=[CH:5][C:6]2[C:10]([C:11]([C:13]3[CH:18]=[CH:17][C:16]([O:19][CH2:20][CH2:21][N:22]4[CH2:27][CH2:26][CH2:25][CH2:24][CH2:23]4)=[CH:15][CH:14]=3)=[O:12])=[C:9]([C:28]3[CH:33]=[CH:32][C:31]([OH:34])=[CH:30][CH:29]=3)[S:8][C:7]=2[CH:35]=1.C(O)(C)C.[OH-].[Na+]. Product: [OH:2][C:3]1[CH:4]=[CH:5][C:6]2[C:10]([C:11]([C:13]3[CH:14]=[CH:15][C:16]([O:19][CH2:20][CH2:21][N:22]4[CH2:27][CH2:26][CH2:25][CH2:24][CH2:23]4)=[CH:17][CH:18]=3)=[O:12])=[C:9]([C:28]3[CH:29]=[CH:30][C:31]([OH:34])=[CH:32][CH:33]=3)[S:8][C:7]=2[CH:35]=1. The catalyst class is: 6. (4) Reactant: C(S)C.[H-].[Na+].[CH2:6]([O:8][C:9](=[O:30])[C:10]1[CH:15]=[C:14]([F:16])[C:13](SCC)=[N:12][C:11]=1[NH:20][CH2:21][C:22]1[CH:27]=[CH:26][C:25]([O:28][CH3:29])=[CH:24][CH:23]=1)C.C([O:33]C(=O)C1C=C(F)C(SCC)=NC=1Cl)C.C(OC(=O)C1C=C(F)C=NC=1NCC1C=CC(OC)=CC=1)C.ClC(OC(Cl)=O)(Cl)Cl. The catalyst class is: 470. Product: [F:16][C:14]1[CH:13]=[N:12][C:11]2[N:20]([CH2:21][C:22]3[CH:27]=[CH:26][C:25]([O:28][CH3:29])=[CH:24][CH:23]=3)[C:6](=[O:33])[O:8][C:9](=[O:30])[C:10]=2[CH:15]=1. (5) Reactant: [CH3:1][C:2]1[C:7]([CH2:8][N:9]=CB=O)=[CH:6][C:5]([C:13]([CH3:15])=[CH2:14])=[CH:4][N:3]=1.[BH4-].[Na+].Cl. Product: [CH:13]([C:5]1[CH:6]=[C:7]([CH2:8][NH2:9])[C:2]([CH3:1])=[N:3][CH:4]=1)([CH3:15])[CH3:14]. The catalyst class is: 14. (6) Product: [Cl:1][C:2]1[C:3]([F:28])=[C:4]([C@@H:8]2[C@:12]([C:15]3[CH:20]=[CH:19][C:18]([Cl:21])=[CH:17][C:16]=3[F:22])([C:13]#[N:14])[C@H:11]([CH2:23][C:24]([CH3:25])([CH3:27])[CH3:26])[CH2:10][N:9]2[S:39]([C:42]2[CH:43]=[CH:44][C:45]([C:46]([OH:48])=[O:47])=[CH:49][CH:50]=2)(=[O:41])=[O:40])[CH:5]=[CH:6][CH:7]=1. The catalyst class is: 91. Reactant: [Cl:1][C:2]1[C:3]([F:28])=[C:4]([CH:8]2[C:12]([C:15]3[CH:20]=[CH:19][C:18]([Cl:21])=[CH:17][C:16]=3[F:22])([C:13]#[N:14])[CH:11]([CH2:23][C:24]([CH3:27])([CH3:26])[CH3:25])[CH2:10][NH:9]2)[CH:5]=[CH:6][CH:7]=1.C(N(C(C)C)CC)(C)C.Cl[S:39]([C:42]1[CH:50]=[CH:49][C:45]([C:46]([OH:48])=[O:47])=[CH:44][CH:43]=1)(=[O:41])=[O:40]. (7) Reactant: [NH2:1][C:2]1[CH:11]=[C:10]2[C:5]([CH:6]=[CH:7][CH:8]=[C:9]2[N:12]2[CH2:17][CH2:16][N:15]([CH3:18])[CH2:14][CH2:13]2)=[CH:4][CH:3]=1.C(N(CC)CC)C.[CH:26]([Si:29]([CH:43]([CH3:45])[CH3:44])([CH:40]([CH3:42])[CH3:41])[O:30][C:31]1[CH:39]=[CH:38][C:34]([C:35](Cl)=[O:36])=[CH:33][CH:32]=1)([CH3:28])[CH3:27]. Product: [CH:43]([Si:29]([CH:26]([CH3:28])[CH3:27])([CH:40]([CH3:42])[CH3:41])[O:30][C:31]1[CH:39]=[CH:38][C:34]([C:35]([NH:1][C:2]2[CH:11]=[C:10]3[C:5]([CH:6]=[CH:7][CH:8]=[C:9]3[N:12]3[CH2:17][CH2:16][N:15]([CH3:18])[CH2:14][CH2:13]3)=[CH:4][CH:3]=2)=[O:36])=[CH:33][CH:32]=1)([CH3:45])[CH3:44]. The catalyst class is: 291. (8) Reactant: Br[C:2]1[N:3]([CH2:10][C@:11]([OH:36])([CH3:35])[CH2:12][N:13]2[CH2:18][CH2:17][N:16]([C:19]([O:21][CH2:22][CH:23]=[CH:24][C:25]3[CH:30]=[CH:29][C:28]([C:31]([F:34])([F:33])[F:32])=[CH:27][CH:26]=3)=[O:20])[CH2:15][CH2:14]2)[CH:4]=[C:5]([N+:7]([O-:9])=[O:8])[N:6]=1.[H-].[Na+].C(OCC)(=O)C.O. Product: [CH3:35][C@@:11]1([CH2:12][N:13]2[CH2:18][CH2:17][N:16]([C:19]([O:21][CH2:22][CH:23]=[CH:24][C:25]3[CH:30]=[CH:29][C:28]([C:31]([F:34])([F:33])[F:32])=[CH:27][CH:26]=3)=[O:20])[CH2:15][CH2:14]2)[O:36][C:2]2=[N:6][C:5]([N+:7]([O-:9])=[O:8])=[CH:4][N:3]2[CH2:10]1. The catalyst class is: 3. (9) Reactant: [CH:1]#[C:2][CH:3]([OH:5])C.CCN(CC)CC.[CH3:13][S:14](Cl)(=[O:16])=[O:15].[C:18]([O-])(O)=O.[Na+]. Product: [CH2:3]([O:5][S:14]([CH3:13])(=[O:16])=[O:15])[CH2:2][C:1]#[CH:18]. The catalyst class is: 34.